This data is from Peptide-MHC class II binding affinity with 134,281 pairs from IEDB. The task is: Regression. Given a peptide amino acid sequence and an MHC pseudo amino acid sequence, predict their binding affinity value. This is MHC class II binding data. (1) The peptide sequence is SQDLELSWNLNGLQAN. The MHC is HLA-DQA10101-DQB10501 with pseudo-sequence HLA-DQA10101-DQB10501. The binding affinity (normalized) is 0.835. (2) The peptide sequence is AAAQKEVSGVKGFTL. The MHC is DRB1_0701 with pseudo-sequence DRB1_0701. The binding affinity (normalized) is 0.820.